Dataset: Catalyst prediction with 721,799 reactions and 888 catalyst types from USPTO. Task: Predict which catalyst facilitates the given reaction. The catalyst class is: 116. Reactant: [H-].[Al+3].[Li+].[H-].[H-].[H-].[C:7]1([C:13]2([C:18]#[N:19])[CH2:17][CH2:16][CH2:15][CH2:14]2)[CH:12]=[CH:11][CH:10]=[CH:9][CH:8]=1.[OH-].[Na+].O. Product: [C:7]1([C:13]2([CH2:18][NH2:19])[CH2:17][CH2:16][CH2:15][CH2:14]2)[CH:12]=[CH:11][CH:10]=[CH:9][CH:8]=1.